Dataset: Forward reaction prediction with 1.9M reactions from USPTO patents (1976-2016). Task: Predict the product of the given reaction. Given the reactants [H-].[H-].[H-].[H-].[Li+].[Al+3].[F:7][C:8]1[CH:13]=[CH:12][C:11]([O:14][CH3:15])=[CH:10][C:9]=1[C:16]1[CH:21]=[CH:20][C:19]([C:22](OC)=[O:23])=[CH:18][C:17]=1[CH2:26][N:27]1[CH2:32][CH2:31][CH2:30][CH2:29][CH2:28]1, predict the reaction product. The product is: [F:7][C:8]1[CH:13]=[CH:12][C:11]([O:14][CH3:15])=[CH:10][C:9]=1[C:16]1[CH:21]=[CH:20][C:19]([CH2:22][OH:23])=[CH:18][C:17]=1[CH2:26][N:27]1[CH2:32][CH2:31][CH2:30][CH2:29][CH2:28]1.